Dataset: NCI-60 drug combinations with 297,098 pairs across 59 cell lines. Task: Regression. Given two drug SMILES strings and cell line genomic features, predict the synergy score measuring deviation from expected non-interaction effect. (1) Drug 1: CC1=C(C=C(C=C1)NC2=NC=CC(=N2)N(C)C3=CC4=NN(C(=C4C=C3)C)C)S(=O)(=O)N.Cl. Drug 2: CCN(CC)CCNC(=O)C1=C(NC(=C1C)C=C2C3=C(C=CC(=C3)F)NC2=O)C. Cell line: SR. Synergy scores: CSS=-0.865, Synergy_ZIP=-0.265, Synergy_Bliss=-7.11, Synergy_Loewe=-10.7, Synergy_HSA=-10.6. (2) Drug 1: CC1=CC2C(CCC3(C2CCC3(C(=O)C)OC(=O)C)C)C4(C1=CC(=O)CC4)C. Drug 2: C1CN(CCN1C(=O)CCBr)C(=O)CCBr. Cell line: CCRF-CEM. Synergy scores: CSS=34.6, Synergy_ZIP=-2.34, Synergy_Bliss=-2.28, Synergy_Loewe=-18.3, Synergy_HSA=0.00956.